Dataset: Experimentally validated miRNA-target interactions with 360,000+ pairs, plus equal number of negative samples. Task: Binary Classification. Given a miRNA mature sequence and a target amino acid sequence, predict their likelihood of interaction. (1) The miRNA is cel-miR-266 with sequence AGGCAAGACUUUGGCAAAGC. The protein sequence of the target gene is MGKFMKPGKVVLVLAGRYSGRKAVIVKNIDDGTSDRPYSHALVAGIDRYPRKVTAAMGKKKIAKRSKIKSFVKVYNYNHLMPTRYSVDIPLDKTVVNKDVFRDPALKRKARREAKVKFEERYKTGKNKWFFQKLRF. Result: 0 (no interaction). (2) The miRNA is hsa-miR-6889-3p with sequence UCUGUGCCCCUACUUCCCAG. The protein sequence of the target gene is MGRSRRTGAHRAHSLARQMKAKRRRPDLDEIHRELRPQGSARPQPDPNAEFDPDLPGGGLHRCLACARYFIDSTNLKTHFRSKDHKKRLKQLSVEPYSQEEAERAAGMGSYVPPRRLAVPTEVSTEVPEMDTST. Result: 0 (no interaction). (3) The miRNA is hsa-miR-6741-5p with sequence GUGGGUGCUGGUGGGAGCCGUG. The protein sequence of the target gene is MPQKDPCQKQACEIQKCLQANSYMESKCQAVIQELRKCCAQYPKGRSVVCSGFEKEEEENLTRKSASK. Result: 0 (no interaction). (4) The miRNA is hsa-miR-3972 with sequence CUGCCAGCCCCGUUCCAGGGCA. The protein sequence of the target gene is MAAAAAEQQQFYLLLGNLLSPDNVVRKQAEETYENIPGRSKITFLLQAIRNTTAAEEARQMAAVLLRRLLSSAFDEVYPALPSDVQTAIKSELLMIIQMETQSSMRKKICDIAAELARNLIDEDGNNQWPEGLKFLFDSVSSQNMGLREAALHIFWNFPGIFGNQQQHYLDVIKRMLVQCMQDQEHPSIRTLSARATAAFILANEHNVALFKHFADLLPGFLQAVNDSCYQNDDSVLKSLVEIADTVPKYLRPHLEATLQLSLKLCGDTNLNNMQRQLALEVIVTLSETAAAMLRKHTSL.... Result: 0 (no interaction). (5) The miRNA is hsa-miR-448 with sequence UUGCAUAUGUAGGAUGUCCCAU. The protein sequence of the target gene is MSGSYDEASEEITDSFWEVGNYKRTVKRIDDGHRLCNDLMSCVQERAKIEKAYAQQLTDWAKRWRQLIEKGPQYGSLERAWGAMMTEADKVSELHQEVKNSLLNEDLEKVKNWQKDAYHKQIMGGFKETKEAEDGFRKAQKPWAKKMKELEAAKKAYHLACKEERLAMTREMNSKTEQSVTPEQQKKLVDKVDKCRQDVQKTQEKYEKVLEDVGKTTPQYMEGMEQVFEQCQQFEEKRLVFLKEVLLDIKRHLNLAENSSYMHVYRELEQAIRGADAQEDLRWFRSTSGPGMPMNWPQFE.... Result: 0 (no interaction). (6) The miRNA is dme-miR-iab-8-5p with sequence UUACGUAUACUGAAGGUAUACCG. The protein sequence of the target gene is MATSGANGPGSATASASNPRKFSEKIALQKQRQAEETAAFEEVMMDIGSTRLQAQKLRLAYTRSSHYGGSLPNVNQIGSGLAEFQSPLHSPLDSSRSTRHHGLVERVQRDPRRMVSPLRRYTRHIDSSPYSPAYLSPPPESSWRRTMAWGNFPAEKGQLFRLPSALNRTSSDSALHTSVMNPSPQDTYPGPTPPSILPSRRGGILDGEMDPKVPAIEENLLDDKHLLKPWDAKKLSSSSSRPRSCEVPGINIFPSPDQPANVPVLPPAMNTGGSLPDLTNLHFPPPLPTPLDPEETAYPS.... Result: 0 (no interaction).